Dataset: Full USPTO retrosynthesis dataset with 1.9M reactions from patents (1976-2016). Task: Predict the reactants needed to synthesize the given product. Given the product [C:1]([NH:4][C:5]1[CH:6]=[C:7]([O:11][C:14](=[O:15])[N:13]([CH3:12])[C:17]2[CH:22]=[CH:21][CH:20]=[CH:19][CH:18]=2)[CH:8]=[CH:9][CH:10]=1)(=[O:3])[CH3:2], predict the reactants needed to synthesize it. The reactants are: [C:1]([NH:4][C:5]1[CH:6]=[C:7]([OH:11])[CH:8]=[CH:9][CH:10]=1)(=[O:3])[CH3:2].[CH3:12][N:13]([C:17]1[CH:22]=[CH:21][CH:20]=[CH:19][CH:18]=1)[C:14](Cl)=[O:15].